This data is from Reaction yield outcomes from USPTO patents with 853,638 reactions. The task is: Predict the reaction yield, written as a fraction of the theoretical maximum amount of product (1.0 means a 100% yield; for example, 0.34 means a 34% yield). The reactants are [Br:1][C:2]1[CH:3]=[CH:4][C:5]2[O:6][C:7]([CH3:14])([CH3:13])[C:8](=O)[NH:9][C:10]=2[N:11]=1.S(C)C. The catalyst is CO. The product is [Br:1][C:2]1[CH:3]=[CH:4][C:5]2[O:6][C:7]([CH3:14])([CH3:13])[CH2:8][NH:9][C:10]=2[N:11]=1. The yield is 0.570.